Dataset: Reaction yield outcomes from USPTO patents with 853,638 reactions. Task: Predict the reaction yield, written as a fraction of the theoretical maximum amount of product (1.0 means a 100% yield; for example, 0.34 means a 34% yield). (1) The reactants are [CH:1](=[N:8]/[C:9]1[CH:17]=[CH:16][CH:15]=[C:14]2[C:10]=1[CH2:11][O:12][C:13]2=[O:18])\[C:2]1[CH:7]=[CH:6][CH:5]=[CH:4][CH:3]=1.[O:19]1[CH:23]=[CH:22][C:21]([CH:24]=O)=[CH:20]1.[CH2:26]([OH:28])[CH3:27]. The catalyst is C(OCC)(=O)CC. The product is [O:19]1[CH:23]=[CH:22][C:21]([CH:24]2[C:26](=[O:28])[C:27]3[C:14]([C:13]([O:12][CH2:11][CH3:10])=[O:18])=[CH:15][CH:16]=[CH:17][C:9]=3[NH:8][CH:1]2[C:2]2[CH:3]=[CH:4][CH:5]=[CH:6][CH:7]=2)=[CH:20]1. The yield is 0.0500. (2) The product is [NH2:1][C:2]1[CH:9]=[CH:8][C:5]([C:6]#[N:7])=[CH:4][C:3]=1[S:10][CH2:12][C:13]1[CH:18]=[CH:17][CH:16]=[CH:15][CH:14]=1. The yield is 0.790. The reactants are [NH2:1][C:2]1[CH:9]=[CH:8][C:5]([C:6]#[N:7])=[CH:4][C:3]=1[SH:10].Br[CH2:12][C:13]1[CH:18]=[CH:17][CH:16]=[CH:15][CH:14]=1.C([O-])([O-])=O.[K+].[K+]. The catalyst is CN(C=O)C. (3) The reactants are [OH:1][C@H:2]([C:23]1[CH:28]=[CH:27][CH:26]=[CH:25][CH:24]=1)[CH2:3][CH2:4][N:5]1[CH2:10][CH2:9][CH:8]([C:11]2[CH:12]=[C:13]([NH:17][C:18](=[O:22])[CH:19]([CH3:21])[CH3:20])[CH:14]=[CH:15][CH:16]=2)[CH2:7][CH2:6]1.[Cl:29][C:30]1[CH:31]=[C:32](O)[CH:33]=[CH:34][C:35]=1[Cl:36].C1(P(C2C=CC=CC=2)C2C=CC=CC=2)C=CC=CC=1.N(C(OCC)=O)=NC(OCC)=O.N. The catalyst is C1COCC1.C(Cl)(Cl)Cl. The product is [Cl:29][C:30]1[CH:31]=[C:32]([CH:33]=[CH:34][C:35]=1[Cl:36])[O:1][C@@H:2]([C:23]1[CH:24]=[CH:25][CH:26]=[CH:27][CH:28]=1)[CH2:3][CH2:4][N:5]1[CH2:10][CH2:9][CH:8]([C:11]2[CH:12]=[C:13]([NH:17][C:18](=[O:22])[CH:19]([CH3:21])[CH3:20])[CH:14]=[CH:15][CH:16]=2)[CH2:7][CH2:6]1. The yield is 0.397. (4) The reactants are [Br:1][C:2]1[CH:7]=[C:6]([CH2:8][C:9]2[CH:14]=[CH:13][C:12]([CH2:15][CH3:16])=[CH:11][CH:10]=2)[C:5]([Cl:17])=[CH:4][C:3]=1[O:18]C.B(Br)(Br)Br. The catalyst is C(Cl)Cl. The product is [Br:1][C:2]1[CH:7]=[C:6]([CH2:8][C:9]2[CH:14]=[CH:13][C:12]([CH2:15][CH3:16])=[CH:11][CH:10]=2)[C:5]([Cl:17])=[CH:4][C:3]=1[OH:18]. The yield is 0.920. (5) The reactants are [Cl:1][C:2]1[CH:3]=[C:4]2[C:9](=[CH:10][C:11]=1[S:12][CH2:13][CH:14]([CH3:16])[CH3:15])[O:8][CH:7]([C:17]([F:20])([F:19])[F:18])[C:6]([C:21]([OH:23])=[O:22])=[CH:5]2.[OH:24]OS([O-])=O.[K+].[CH3:30][C:31](C)=O. The catalyst is O. The product is [Cl:1][C:2]1[CH:3]=[C:4]2[C:9](=[CH:10][C:11]=1[S:12]([CH2:13][CH:14]([CH3:16])[CH3:15])=[O:24])[O:8][CH:7]([C:17]([F:20])([F:19])[F:18])[C:6]([C:21]([O:23][CH2:30][CH3:31])=[O:22])=[CH:5]2. The yield is 0.820.